From a dataset of Catalyst prediction with 721,799 reactions and 888 catalyst types from USPTO. Predict which catalyst facilitates the given reaction. (1) Reactant: [CH3:1][CH:2]([SH:4])[CH3:3].C(=O)([O-])[O-].[K+].[K+].CN(C=O)C.F[C:17]1[CH:22]=[CH:21][C:20]([CH3:23])=[CH:19][C:18]=1[N+:24]([O-:26])=[O:25]. Product: [CH:2]([S:4][C:17]1[CH:22]=[CH:21][C:20]([CH3:23])=[CH:19][C:18]=1[N+:24]([O-:26])=[O:25])([CH3:3])[CH3:1]. The catalyst class is: 6. (2) Reactant: [CH:1]1([NH:4][C:5](=[O:31])[C:6]2[CH:11]=[CH:10][C:9]([CH3:12])=[C:8]([N:13]3[C:22](=[O:23])[C:21]4[C:16](=[CH:17][CH:18]=[C:19]([O:24][CH2:25][C@@H:26]5[CH2:30][CH2:29][CH2:28][NH:27]5)[CH:20]=4)[N:15]=[CH:14]3)[CH:7]=2)[CH2:3][CH2:2]1.[CH2:32]=O. Product: [CH:1]1([NH:4][C:5](=[O:31])[C:6]2[CH:11]=[CH:10][C:9]([CH3:12])=[C:8]([N:13]3[C:22](=[O:23])[C:21]4[C:16](=[CH:17][CH:18]=[C:19]([O:24][CH2:25][C@@H:26]5[CH2:30][CH2:29][CH2:28][N:27]5[CH3:32])[CH:20]=4)[N:15]=[CH:14]3)[CH:7]=2)[CH2:2][CH2:3]1. The catalyst class is: 106. (3) Reactant: F[C:2]1[CH:7]=[CH:6][C:5]([N+:8]([O-:10])=[O:9])=[CH:4][CH:3]=1.[N:11]1[CH:16]=[CH:15][CH:14]=[C:13]([CH2:17][CH2:18][NH2:19])[CH:12]=1.C([O-])([O-])=O.[K+].[K+]. Product: [N+:8]([C:5]1[CH:6]=[CH:7][C:2]([NH:19][CH2:18][CH2:17][C:13]2[CH:12]=[N:11][CH:16]=[CH:15][CH:14]=2)=[CH:3][CH:4]=1)([O-:10])=[O:9]. The catalyst class is: 60. (4) Reactant: C([O:8][C:9]1[CH:10]=[C:11]2[C:16](=[CH:17][CH:18]=1)[CH:15]([C:19]([N:21]([CH2:31][C:32]1[CH:37]=[CH:36][C:35]([N:38]([CH3:40])[CH3:39])=[CH:34][CH:33]=1)[C:22]1[CH:27]=[CH:26][C:25]([CH:28]([CH3:30])[CH3:29])=[CH:24][CH:23]=1)=[O:20])[CH2:14][CH2:13][CH2:12]2)C1C=CC=CC=1.C([O-])=O.[NH4+]. Product: [CH3:39][N:38]([CH3:40])[C:35]1[CH:36]=[CH:37][C:32]([CH2:31][N:21]([C:22]2[CH:23]=[CH:24][C:25]([CH:28]([CH3:29])[CH3:30])=[CH:26][CH:27]=2)[C:19]([CH:15]2[C:16]3[C:11](=[CH:10][C:9]([OH:8])=[CH:18][CH:17]=3)[CH2:12][CH2:13][CH2:14]2)=[O:20])=[CH:33][CH:34]=1. The catalyst class is: 129.